From a dataset of Reaction yield outcomes from USPTO patents with 853,638 reactions. Predict the reaction yield, written as a fraction of the theoretical maximum amount of product (1.0 means a 100% yield; for example, 0.34 means a 34% yield). (1) The reactants are C(OC([N:8]1[CH2:12][CH2:11][CH2:10][CH:9]1[C:13]1[CH:17]=[C:16]([C:18]2[CH:23]=[CH:22][CH:21]=[C:20]([Cl:24])[CH:19]=2)[O:15][N:14]=1)=O)(C)(C)C.FC(F)(F)C(O)=O. The catalyst is ClCCl. The product is [Cl:24][C:20]1[CH:19]=[C:18]([C:16]2[O:15][N:14]=[C:13]([CH:9]3[CH2:10][CH2:11][CH2:12][NH:8]3)[CH:17]=2)[CH:23]=[CH:22][CH:21]=1. The yield is 0.860. (2) The catalyst is O1CCOCC1. The yield is 0.200. The product is [CH2:40]([O:47][C:48]1[CH:49]=[CH:50][C:51]([CH2:54][CH2:55][O:20][C:17]2[CH:18]=[CH:19][C:14]([CH2:13][CH2:12][NH:11][C:4]3[C:5]4[C:10](=[N:9][CH:8]=[CH:7][N:6]=4)[N:1]=[CH:2][N:3]=3)=[CH:15][CH:16]=2)=[CH:52][CH:53]=1)[C:41]1[CH:42]=[CH:43][CH:44]=[CH:45][CH:46]=1. The reactants are [N:1]1[C:10]2[C:5](=[N:6][CH:7]=[CH:8][N:9]=2)[C:4]([NH:11][CH2:12][CH2:13][C:14]2[CH:19]=[CH:18][C:17]([OH:20])=[CH:16][CH:15]=2)=[N:3][CH:2]=1.C1(P(C2C=CC=CC=2)C2C=CC=CC=2)C=CC=CC=1.[CH2:40]([O:47][C:48]1[CH:53]=[CH:52][C:51]([CH2:54][CH2:55]O)=[CH:50][CH:49]=1)[C:41]1[CH:46]=[CH:45][CH:44]=[CH:43][CH:42]=1.CC(OC(/N=N/C(OC(C)C)=O)=O)C.